From a dataset of Catalyst prediction with 721,799 reactions and 888 catalyst types from USPTO. Predict which catalyst facilitates the given reaction. (1) Reactant: [CH2:1]([CH:3]([CH:6]1[C:13]2[C:12]([C:14]3[CH:15]=[N:16][C:17]([O:20]C)=[CH:18][CH:19]=3)=[N:11][NH:10][C:9]=2[C:8](=[O:22])[N:7]1[C:23]1[CH:28]=[CH:27][C:26]([C:29]2[CH:33]=[CH:32][O:31][N:30]=2)=[CH:25][CH:24]=1)[CH2:4][CH3:5])[CH3:2].[I-].[Na+].Cl[Si](C)(C)C.O. Product: [CH2:1]([CH:3]([CH:6]1[C:13]2[C:12]([C:14]3[CH:19]=[CH:18][C:17](=[O:20])[NH:16][CH:15]=3)=[N:11][NH:10][C:9]=2[C:8](=[O:22])[N:7]1[C:23]1[CH:24]=[CH:25][C:26]([C:29]2[CH:33]=[CH:32][O:31][N:30]=2)=[CH:27][CH:28]=1)[CH2:4][CH3:5])[CH3:2]. The catalyst class is: 115. (2) Reactant: [CH2:1]([CH2:6][O:7][CH2:8][CH2:9][NH2:10])[O:2][CH2:3][CH2:4][NH2:5].C(N(CC)CC)C.[C:18](O[C:18]([O:20][C:21]([CH3:24])([CH3:23])[CH3:22])=[O:19])([O:20][C:21]([CH3:24])([CH3:23])[CH3:22])=[O:19]. Product: [C:18]([NH:5][CH2:4][CH2:3][O:2][CH2:1][CH2:6][O:7][CH2:8][CH2:9][NH2:10])([O:20][C:21]([CH3:24])([CH3:23])[CH3:22])=[O:19]. The catalyst class is: 2. (3) Reactant: [CH3:1][C:2]1[CH:7]=[C:6]([CH3:8])[NH:5][C:4](=[O:9])[C:3]=1[CH2:10][NH:11][C:12](=[O:36])[C:13]1[CH:18]=[C:17]([C:19]2[CH:20]=[N:21][C:22]([CH:25]=O)=[CH:23][CH:24]=2)[CH:16]=[C:15]([N:27]([CH3:34])[CH:28]2[CH2:33][CH2:32][O:31][CH2:30][CH2:29]2)[C:14]=1[CH3:35].[NH:37]1[CH2:42][CH2:41][O:40][CH2:39][CH2:38]1.C(O)(=O)C.C([BH3-])#N.[Na+]. Product: [CH3:1][C:2]1[CH:7]=[C:6]([CH3:8])[NH:5][C:4](=[O:9])[C:3]=1[CH2:10][NH:11][C:12](=[O:36])[C:13]1[CH:18]=[C:17]([C:19]2[CH:20]=[N:21][C:22]([CH2:25][N:37]3[CH2:42][CH2:41][O:40][CH2:39][CH2:38]3)=[CH:23][CH:24]=2)[CH:16]=[C:15]([N:27]([CH3:34])[CH:28]2[CH2:29][CH2:30][O:31][CH2:32][CH2:33]2)[C:14]=1[CH3:35]. The catalyst class is: 5. (4) Product: [NH2:1][C:4]1[CH:13]=[CH:12][C:7]([C:8]([NH:10][CH3:11])=[O:9])=[CH:6][C:5]=1[O:14][CH:15]1[CH2:19][CH2:18][O:17][CH2:16]1. Reactant: [N+:1]([C:4]1[CH:13]=[CH:12][C:7]([C:8]([NH:10][CH3:11])=[O:9])=[CH:6][C:5]=1[O:14][CH:15]1[CH2:19][CH2:18][O:17][CH2:16]1)([O-])=O. The catalyst class is: 63. (5) Reactant: [C:1]([N:5]1[C:9]([C:10]2[CH:15]=[CH:14][C:13]([O:16][CH3:17])=[CH:12][CH:11]=2)=[C:8]([C:18](=[O:20])[CH3:19])[CH:7]=[N:6]1)([CH3:4])([CH3:3])[CH3:2].[Br-:21].[Br-].[Br-].C[N+](C)(C)C1C=CC=CC=1.C[N+](C1C=CC=CC=1)(C)C.C[N+](C1C=CC=CC=1)(C)C. Product: [Br:21][CH2:19][C:18]([C:8]1[CH:7]=[N:6][N:5]([C:1]([CH3:4])([CH3:3])[CH3:2])[C:9]=1[C:10]1[CH:11]=[CH:12][C:13]([O:16][CH3:17])=[CH:14][CH:15]=1)=[O:20]. The catalyst class is: 1.